Task: Regression. Given two drug SMILES strings and cell line genomic features, predict the synergy score measuring deviation from expected non-interaction effect.. Dataset: NCI-60 drug combinations with 297,098 pairs across 59 cell lines (1) Drug 1: CC1=C(C=C(C=C1)NC2=NC=CC(=N2)N(C)C3=CC4=NN(C(=C4C=C3)C)C)S(=O)(=O)N.Cl. Drug 2: CNC(=O)C1=NC=CC(=C1)OC2=CC=C(C=C2)NC(=O)NC3=CC(=C(C=C3)Cl)C(F)(F)F. Cell line: OVCAR-8. Synergy scores: CSS=6.79, Synergy_ZIP=-1.56, Synergy_Bliss=-1.39, Synergy_Loewe=-7.84, Synergy_HSA=-1.22. (2) Drug 1: CC1=C(C=C(C=C1)NC(=O)C2=CC=C(C=C2)CN3CCN(CC3)C)NC4=NC=CC(=N4)C5=CN=CC=C5. Drug 2: CN(C(=O)NC(C=O)C(C(C(CO)O)O)O)N=O. Cell line: MDA-MB-435. Synergy scores: CSS=-7.93, Synergy_ZIP=12.4, Synergy_Bliss=16.4, Synergy_Loewe=-2.70, Synergy_HSA=-1.72. (3) Drug 2: CC12CCC3C(C1CCC2O)C(CC4=C3C=CC(=C4)O)CCCCCCCCCS(=O)CCCC(C(F)(F)F)(F)F. Synergy scores: CSS=-7.21, Synergy_ZIP=8.38, Synergy_Bliss=15.9, Synergy_Loewe=-4.18, Synergy_HSA=-1.15. Drug 1: CC1=C(C(=CC=C1)Cl)NC(=O)C2=CN=C(S2)NC3=CC(=NC(=N3)C)N4CCN(CC4)CCO. Cell line: MOLT-4. (4) Drug 1: CC1=CC2C(CCC3(C2CCC3(C(=O)C)OC(=O)C)C)C4(C1=CC(=O)CC4)C. Drug 2: CNC(=O)C1=NC=CC(=C1)OC2=CC=C(C=C2)NC(=O)NC3=CC(=C(C=C3)Cl)C(F)(F)F. Cell line: HOP-92. Synergy scores: CSS=17.0, Synergy_ZIP=-1.68, Synergy_Bliss=-5.45, Synergy_Loewe=-28.9, Synergy_HSA=-12.7. (5) Drug 1: CCC1(C2=C(COC1=O)C(=O)N3CC4=CC5=C(C=CC(=C5CN(C)C)O)N=C4C3=C2)O. Drug 2: CCC1=C2N=C(C=C(N2N=C1)NCC3=C[N+](=CC=C3)[O-])N4CCCCC4CCO. Cell line: HT29. Synergy scores: CSS=72.2, Synergy_ZIP=-0.999, Synergy_Bliss=-2.08, Synergy_Loewe=-3.56, Synergy_HSA=0.763. (6) Drug 1: C1CCC(C1)C(CC#N)N2C=C(C=N2)C3=C4C=CNC4=NC=N3. Drug 2: C1=CC(=CC=C1CCCC(=O)O)N(CCCl)CCCl. Cell line: NCI-H522. Synergy scores: CSS=20.1, Synergy_ZIP=-8.08, Synergy_Bliss=-1.20, Synergy_Loewe=0.324, Synergy_HSA=1.74. (7) Drug 1: C1CC(=O)NC(=O)C1N2CC3=C(C2=O)C=CC=C3N. Drug 2: CCCCC(=O)OCC(=O)C1(CC(C2=C(C1)C(=C3C(=C2O)C(=O)C4=C(C3=O)C=CC=C4OC)O)OC5CC(C(C(O5)C)O)NC(=O)C(F)(F)F)O. Cell line: SN12C. Synergy scores: CSS=4.76, Synergy_ZIP=-4.47, Synergy_Bliss=-4.87, Synergy_Loewe=-1.71, Synergy_HSA=-1.71. (8) Drug 1: CC12CCC3C(C1CCC2O)C(CC4=C3C=CC(=C4)O)CCCCCCCCCS(=O)CCCC(C(F)(F)F)(F)F. Drug 2: CC1=C(C(=O)C2=C(C1=O)N3CC4C(C3(C2COC(=O)N)OC)N4)N. Cell line: OVCAR3. Synergy scores: CSS=15.6, Synergy_ZIP=-8.15, Synergy_Bliss=-9.12, Synergy_Loewe=-37.4, Synergy_HSA=-8.66.